This data is from Forward reaction prediction with 1.9M reactions from USPTO patents (1976-2016). The task is: Predict the product of the given reaction. (1) Given the reactants [H-].[Na+].CO[C:5](=[O:8])[O:6][CH3:7].[CH3:9][O:10][C:11]1[CH:19]=[C:18]2[C:14]([CH2:15][CH2:16][C:17]2=[O:20])=[CH:13][CH:12]=1, predict the reaction product. The product is: [CH3:9][O:10][C:11]1[CH:19]=[C:18]2[C:14]([CH2:15][CH:16]([C:5]([O:6][CH3:7])=[O:8])[C:17]2=[O:20])=[CH:13][CH:12]=1. (2) Given the reactants [O:1]1[C:10]2[C:5](=[CH:6][CH:7]=[CH:8][CH:9]=2)[C:4](=[O:11])[C:3]([C:12]([OH:14])=O)=[CH:2]1.S(Cl)(Cl)=O.[NH2:19][C:20]1[CH:25]=[CH:24][CH:23]=[CH:22][CH:21]=1, predict the reaction product. The product is: [O:11]=[C:4]1[C:5]2[C:10](=[CH:9][CH:8]=[CH:7][CH:6]=2)[O:1][CH:2]=[C:3]1[C:12]([NH:19][C:20]1[CH:25]=[CH:24][CH:23]=[CH:22][CH:21]=1)=[O:14]. (3) The product is: [S:30]1[C:34]([C:35]2[C:36]([O:45][CH3:46])=[CH:37][C:38]([O:43][CH3:44])=[C:39]([CH:40]=[CH:20][C:19]([C:5]3[CH:4]=[C:3]([O:2][CH3:1])[C:8]([O:9][Si:10]([C:13]([CH3:16])([CH3:14])[CH3:15])([CH3:11])[CH3:12])=[C:7]([O:17][CH3:18])[CH:6]=3)=[O:21])[CH:42]=2)=[CH:33][C:32]2[CH:47]=[CH:48][CH:49]=[CH:50][C:31]1=2. Given the reactants [CH3:1][O:2][C:3]1[CH:4]=[C:5]([C:19](=[O:21])[CH3:20])[CH:6]=[C:7]([O:17][CH3:18])[C:8]=1[O:9][Si:10]([C:13]([CH3:16])([CH3:15])[CH3:14])([CH3:12])[CH3:11].C([N-]C(C)C)(C)C.[Li+].[S:30]1[C:34]([C:35]2[C:36]([O:45][CH3:46])=[CH:37][C:38]([O:43][CH3:44])=[C:39]([CH:42]=2)[CH:40]=O)=[CH:33][C:32]2[CH:47]=[CH:48][CH:49]=[CH:50][C:31]1=2, predict the reaction product. (4) Given the reactants [OH:1][CH:2]([CH2:15][OH:16])[CH2:3][C:4]1[C:5]([CH3:14])=[C:6]2[C:10](=[CH:11][CH:12]=1)[C:9](=[O:13])[O:8][CH2:7]2.N1C=CN=C1.[CH3:22][C:23]([Si:26](Cl)([CH3:28])[CH3:27])([CH3:25])[CH3:24], predict the reaction product. The product is: [Si:26]([O:16][CH2:15][CH:2]([OH:1])[CH2:3][C:4]1[C:5]([CH3:14])=[C:6]2[C:10](=[CH:11][CH:12]=1)[C:9](=[O:13])[O:8][CH2:7]2)([C:23]([CH3:25])([CH3:24])[CH3:22])([CH3:28])[CH3:27]. (5) Given the reactants Cl[C:2]1[N:7]=[C:6]([C:8]2[N:12]3[CH:13]=[CH:14][CH:15]=[CH:16][C:11]3=[N:10][CH:9]=2)[C:5]([Cl:17])=[CH:4][N:3]=1.[NH2:18][C:19]1[CH:26]=[CH:25][C:22]([CH:23]=[O:24])=[CH:21][C:20]=1[O:27][CH3:28].CC1(C)C2C=CC=C(P(C3C=CC=CC=3)C3C=CC=CC=3)C=2OC2C1=CC=CC=2P(C1C=CC=CC=1)C1C=CC=CC=1.N12CCCN=C1CCCCC2, predict the reaction product. The product is: [Cl:17][C:5]1[C:6]([C:8]2[N:12]3[CH:13]=[CH:14][CH:15]=[CH:16][C:11]3=[N:10][CH:9]=2)=[N:7][C:2]([NH:18][C:19]2[CH:26]=[CH:25][C:22]([CH:23]=[O:24])=[CH:21][C:20]=2[O:27][CH3:28])=[N:3][CH:4]=1. (6) Given the reactants Br[C:2]1[C:7]([Cl:8])=[CH:6][C:5]([C:9]([F:12])([F:11])[F:10])=[CH:4][C:3]=1[Cl:13].C([Mg]Br)(C)C.CN(C)[CH:21]=[O:22], predict the reaction product. The product is: [Cl:13][C:3]1[CH:4]=[C:5]([C:9]([F:12])([F:11])[F:10])[CH:6]=[C:7]([Cl:8])[C:2]=1[CH:21]=[O:22]. (7) Given the reactants C1(COC([NH:11][CH2:12][CH2:13][N:14]2[CH2:19][CH2:18][CH:17]([NH:20][C:21](=[O:27])[O:22][C:23]([CH3:26])([CH3:25])[CH3:24])[CH2:16][CH2:15]2)=O)C=CC=CC=1, predict the reaction product. The product is: [NH2:11][CH2:12][CH2:13][N:14]1[CH2:19][CH2:18][CH:17]([NH:20][C:21](=[O:27])[O:22][C:23]([CH3:25])([CH3:24])[CH3:26])[CH2:16][CH2:15]1. (8) Given the reactants C(N(CC([O-])=O)CC(O)=O)CN(CC([O-])=O)CC(O)=[O:6].[Na+].[Na+].[C:23]1(/[CH:29]=[CH:30]/[C:31]2[CH:36]=[CH:35][CH:34]=[CH:33][CH:32]=2)[CH:28]=[CH:27][CH:26]=[CH:25][CH:24]=1.OOS([O-])=O.[K+].C(=O)(O)[O-].[Na+], predict the reaction product. The product is: [CH:26]1[CH:25]=[CH:24][C:23]([C@H:29]2[O:6][C@@H:30]2[C:31]2[CH:32]=[CH:33][CH:34]=[CH:35][CH:36]=2)=[CH:28][CH:27]=1. (9) Given the reactants [H-].[Al+3].[Li+].[H-].[H-].[H-].[NH2:7][C:8]1[C:13]([CH3:14])=[CH:12][C:11]([Br:15])=[CH:10][C:9]=1[NH:16][C:17](=O)OCC.S([O-])([O-])(=O)=O.[Na+].[Na+].S([O-])([O-])(=O)=O.[Mg+2], predict the reaction product. The product is: [Br:15][C:11]1[CH:10]=[C:9]([NH:16][CH3:17])[C:8]([NH2:7])=[C:13]([CH3:14])[CH:12]=1.